This data is from Reaction yield outcomes from USPTO patents with 853,638 reactions. The task is: Predict the reaction yield, written as a fraction of the theoretical maximum amount of product (1.0 means a 100% yield; for example, 0.34 means a 34% yield). (1) The reactants are [F:1][C:2]1[CH:7]=[CH:6][CH:5]=[CH:4][C:3]=1[CH:8]=[CH:9][C:10]([NH:12][C@H:13]([C:18]([O:20]C)=[O:19])[CH2:14][CH2:15][S:16][CH3:17])=[O:11].[OH-].[Na+]. The catalyst is CO. The product is [F:1][C:2]1[CH:7]=[CH:6][CH:5]=[CH:4][C:3]=1[CH:8]=[CH:9][C:10]([NH:12][C@H:13]([C:18]([OH:20])=[O:19])[CH2:14][CH2:15][S:16][CH3:17])=[O:11]. The yield is 0.850. (2) The reactants are FC(F)(F)C(O)=O.FC(F)(F)C(O)=O.[Cl:15][C:16]1[N:21]=[C:20]([NH:22][C:23]2[CH:28]=[CH:27][CH:26]=[C:25]([NH:29][CH2:30][CH2:31][O:32][C:33]3[CH:38]=[CH:37][CH:36]=[C:35]([N+:39]([O-])=O)[CH:34]=3)[CH:24]=2)[C:19]([Cl:42])=[CH:18][N:17]=1.C(O)(=O)C.O. The catalyst is CO.[Fe]. The product is [NH2:39][C:35]1[CH:34]=[C:33]([CH:38]=[CH:37][CH:36]=1)[O:32][CH2:31][CH2:30][NH:29][C:25]1[CH:26]=[CH:27][CH:28]=[C:23]([NH:22][C:20]2[C:19]([Cl:42])=[CH:18][N:17]=[C:16]([Cl:15])[N:21]=2)[CH:24]=1. The yield is 0.940. (3) The reactants are [CH2:1]([O:8][C:9]1[CH:26]=[CH:25][C:24]2[C:23]3[C@H:14]([C@H:15]4[C@@:19]([CH2:21][C:22]=3[CH2:27][CH:28]=[CH2:29])([CH3:20])[C@@H:18]([O:30][CH2:31][C:32]3[CH:37]=[CH:36][CH:35]=[CH:34][CH:33]=3)[CH2:17][CH2:16]4)[CH2:13][CH2:12][C:11]=2[CH:10]=1)[C:2]1[CH:7]=[CH:6][CH:5]=[CH:4][CH:3]=1.[F:38][C:39]([F:66])([C:56]([F:65])([F:64])[C:57]([F:63])([F:62])[C:58]([F:61])([F:60])[F:59])[CH2:40][CH2:41][CH:42]([CH2:48][CH2:49][CH2:50][CH2:51][CH2:52][CH2:53]C=C)[C:43]([O:45][CH2:46][CH3:47])=[O:44]. The catalyst is ClCCl.C(P(C1CCCCC1)(C1CCCCC1)C1CCCCC1)(P(C1CCCCC1)(C1CCCCC1)C1CCCCC1)C1C=CC=CC=1.Cl[Ru]Cl. The product is [CH2:1]([O:8][C:9]1[CH:26]=[CH:25][C:24]2[C:23]3[C@H:14]([C@H:15]4[C@@:19]([CH2:21][C:22]=3[CH2:27][CH:28]=[CH:29][CH2:53][CH2:52][CH2:51][CH2:50][CH2:49][CH2:48][CH:42]([CH2:41][CH2:40][C:39]([F:38])([F:66])[C:56]([F:64])([F:65])[C:57]([F:62])([F:63])[C:58]([F:59])([F:61])[F:60])[C:43]([O:45][CH2:46][CH3:47])=[O:44])([CH3:20])[C@@H:18]([O:30][CH2:31][C:32]3[CH:33]=[CH:34][CH:35]=[CH:36][CH:37]=3)[CH2:17][CH2:16]4)[CH2:13][CH2:12][C:11]=2[CH:10]=1)[C:2]1[CH:7]=[CH:6][CH:5]=[CH:4][CH:3]=1. The yield is 0.480. (4) The reactants are Cl.[Cl:2][C:3]1[CH:8]=[CH:7][C:6]([CH2:9][CH2:10][C:11](=O)[CH2:12][N:13]2[CH:17]=[CH:16][N:15]=[CH:14]2)=[CH:5][CH:4]=1.[CH2:19]([SH:22])[CH2:20][SH:21]. No catalyst specified. The yield is 0.320. The product is [ClH:2].[Cl:2][C:3]1[CH:8]=[CH:7][C:6]([CH2:9][CH2:10][C:11]2([CH2:12][N:13]3[CH:17]=[CH:16][N:15]=[CH:14]3)[S:22][CH2:19][CH2:20][S:21]2)=[CH:5][CH:4]=1. (5) The reactants are [S:1]1[CH:5]=[CH:4][C:3]([C:6]2[CH:7]=[C:8]([N:12]3[C:16]4[CH:17]=[C:18]([C:20]([OH:22])=[O:21])[NH:19][C:15]=4[N:14]=[CH:13]3)[CH:9]=[CH:10][CH:11]=2)=[CH:2]1.[C:23](=O)(O)[O-].[Na+]. The catalyst is CO.S(=O)(=O)(O)O. The product is [S:1]1[CH:5]=[CH:4][C:3]([C:6]2[CH:7]=[C:8]([N:12]3[C:16]4[CH:17]=[C:18]([C:20]([O:22][CH3:23])=[O:21])[NH:19][C:15]=4[N:14]=[CH:13]3)[CH:9]=[CH:10][CH:11]=2)=[CH:2]1. The yield is 0.303. (6) The reactants are [CH3:1][N:2]1[C:11]2[NH:10][C:9]3[CH:12]=[C:13]([CH3:16])[CH:14]=[CH:15][C:8]=3[NH:7][C:6](=O)[C:5]=2[CH:4]=[N:3]1.[H-].[Al+3].[Li+].[H-].[H-].[H-].N. The catalyst is C1COCC1. The product is [CH3:1][N:2]1[C:11]2[NH:10][C:9]3[CH:12]=[C:13]([CH3:16])[CH:14]=[CH:15][C:8]=3[NH:7][CH2:6][C:5]=2[CH:4]=[N:3]1. The yield is 0.720. (7) The reactants are [F:1][C:2]1[CH:9]=[CH:8][C:5]([NH:6][CH3:7])=[CH:4][CH:3]=1.Br.Br[CH:12]([C:14]1[CH:15]=[C:16]([C:31]([N:33]([CH3:35])[CH3:34])=[O:32])[CH:17]=[C:18]2[C:23]=1[O:22][C:21]([N:24]1[CH2:29][CH2:28][O:27][CH2:26][CH2:25]1)=[CH:20][C:19]2=[O:30])[CH3:13]. No catalyst specified. The product is [F:1][C:2]1[CH:9]=[CH:8][C:5]([N:6]([CH3:7])[CH:12]([C:14]2[CH:15]=[C:16]([C:31]([N:33]([CH3:35])[CH3:34])=[O:32])[CH:17]=[C:18]3[C:23]=2[O:22][C:21]([N:24]2[CH2:29][CH2:28][O:27][CH2:26][CH2:25]2)=[CH:20][C:19]3=[O:30])[CH3:13])=[CH:4][CH:3]=1. The yield is 0.519. (8) The reactants are [CH3:1][O:2][CH2:3][C:4]1[CH:8]=[C:7]([CH2:9][O:10][CH3:11])[N:6]([CH2:12][CH2:13][N:14]([CH2:21][CH2:22][N:23]2[C:27]([CH2:28][O:29][CH3:30])=[CH:26][C:25]([CH2:31][O:32][CH3:33])=[N:24]2)[CH2:15][C:16](OCC)=[O:17])[N:5]=1.[H-].[H-].[H-].[H-].[Li+].[Al+3]. The catalyst is C1COCC1. The product is [CH3:1][O:2][CH2:3][C:4]1[CH:8]=[C:7]([CH2:9][O:10][CH3:11])[N:6]([CH2:12][CH2:13][N:14]([CH2:21][CH2:22][N:23]2[C:27]([CH2:28][O:29][CH3:30])=[CH:26][C:25]([CH2:31][O:32][CH3:33])=[N:24]2)[CH2:15][CH2:16][OH:17])[N:5]=1. The yield is 0.600. (9) The reactants are [Cl:1][C:2]1[N:10]=[C:9]2[C:5]([N:6]=[CH:7][N:8]2[CH:11]([CH3:13])[CH3:12])=[C:4](Cl)[N:3]=1.[F:15][C:16]([F:26])([F:25])[C:17]1[CH:18]=[C:19]([CH:22]=[CH:23][CH:24]=1)[CH2:20][NH2:21].CCN(CC)CC. The catalyst is CCCCO. The product is [Cl:1][C:2]1[N:10]=[C:9]2[C:5]([N:6]=[CH:7][N:8]2[CH:11]([CH3:13])[CH3:12])=[C:4]([NH:21][CH2:20][C:19]2[CH:22]=[CH:23][CH:24]=[C:17]([C:16]([F:15])([F:25])[F:26])[CH:18]=2)[N:3]=1. The yield is 0.600.